This data is from Full USPTO retrosynthesis dataset with 1.9M reactions from patents (1976-2016). The task is: Predict the reactants needed to synthesize the given product. (1) Given the product [C:32]([C:34]1[CH:35]=[C:36]([CH:40]=[C:41]([S:43]([F:47])([F:48])([F:44])([F:45])[F:46])[CH:42]=1)[C:37]([NH:24][C:23]1[CH:25]=[CH:26][C:27]([CH3:28])=[C:21]([N:20]2[C:15]3[N:16]([N:17]=[C:13]([C:11]4[CH:10]=[N:9][N:8]([CH2:7][C:6]5[CH:5]=[CH:4][C:3]([O:2][CH3:1])=[CH:31][CH:30]=5)[CH:12]=4)[CH:14]=3)[C:18]([CH3:29])=[CH:19]2)[CH:22]=1)=[O:38])#[N:33], predict the reactants needed to synthesize it. The reactants are: [CH3:1][O:2][C:3]1[CH:31]=[CH:30][C:6]([CH2:7][N:8]2[CH:12]=[C:11]([C:13]3[CH:14]=[C:15]4[N:20]([C:21]5[CH:22]=[C:23]([CH:25]=[CH:26][C:27]=5[CH3:28])[NH2:24])[CH:19]=[C:18]([CH3:29])[N:16]4[N:17]=3)[CH:10]=[N:9]2)=[CH:5][CH:4]=1.[C:32]([C:34]1[CH:35]=[C:36]([CH:40]=[C:41]([S:43]([F:48])([F:47])([F:46])([F:45])[F:44])[CH:42]=1)[C:37](O)=[O:38])#[N:33]. (2) Given the product [CH2:1]([O:3][C:4](=[O:27])[N:5]([C:13]1[CH:18]=[C:17]([C:19]([F:22])([F:21])[F:20])[N:16]=[C:15]([NH2:28])[C:14]=1[N+:24]([O-:26])=[O:25])[CH2:6][C:7]1[CH:12]=[CH:11][CH:10]=[CH:9][CH:8]=1)[CH3:2], predict the reactants needed to synthesize it. The reactants are: [CH2:1]([O:3][C:4](=[O:27])[N:5]([C:13]1[CH:18]=[C:17]([C:19]([F:22])([F:21])[F:20])[N:16]=[C:15](Cl)[C:14]=1[N+:24]([O-:26])=[O:25])[CH2:6][C:7]1[CH:12]=[CH:11][CH:10]=[CH:9][CH:8]=1)[CH3:2].[NH3:28]. (3) Given the product [Cl:18][CH2:19][C:20]([NH:4][C:3]1[CH:5]=[C:6]([N+:9]([O-:11])=[O:10])[CH:7]=[CH:8][C:2]=1[Cl:1])=[O:21], predict the reactants needed to synthesize it. The reactants are: [Cl:1][C:2]1[CH:8]=[CH:7][C:6]([N+:9]([O-:11])=[O:10])=[CH:5][C:3]=1[NH2:4].N1C=CC=CC=1.[Cl:18][CH2:19][C:20](Cl)=[O:21]. (4) Given the product [O:45]1[CH2:50][CH2:49][O:48][CH2:47][CH:46]1[C:51]1[C:59]2[S:58][C:57]([NH:60][C:9](=[O:11])[CH2:8][C:5]3[CH:6]=[N:7][C:2]([CH3:1])=[CH:3][CH:4]=3)=[N:56][C:55]=2[C:54]([O:61][CH3:62])=[CH:53][CH:52]=1, predict the reactants needed to synthesize it. The reactants are: [CH3:1][C:2]1[N:7]=[CH:6][C:5]([CH2:8][C:9]([OH:11])=O)=[CH:4][CH:3]=1.CN(C(ON1N=NC2C=CC=NC1=2)=[N+](C)C)C.F[P-](F)(F)(F)(F)F.C(N(C(C)C)C(C)C)C.[O:45]1[CH2:50][CH2:49][O:48][CH2:47][CH:46]1[C:51]1[C:59]2[S:58][C:57]([NH2:60])=[N:56][C:55]=2[C:54]([O:61][CH3:62])=[CH:53][CH:52]=1. (5) Given the product [CH:24]([O:23][C:21]1[NH:20][N:19]=[C:18]([N:17]2[C:15]3=[N:16][C:11]([NH:10][C@H:8]([C:5]4[N:4]=[CH:3][CH:2]=[CH:7][N:6]=4)[CH3:9])=[CH:12][CH:13]=[C:14]3[N:27]=[CH:30]2)[CH:22]=1)([CH3:26])[CH3:25], predict the reactants needed to synthesize it. The reactants are: F[C:2]1[CH:3]=[N:4][C:5]([C@@H:8]([NH:10][C:11]2[N:16]=[C:15]([NH:17][C:18]3[CH:22]=[C:21]([O:23][CH:24]([CH3:26])[CH3:25])[NH:20][N:19]=3)[C:14]([N+:27]([O-])=O)=[CH:13][CH:12]=2)[CH3:9])=[N:6][CH:7]=1.[C:30](O)(=O)C.C(N)=N.